This data is from NCI-60 drug combinations with 297,098 pairs across 59 cell lines. The task is: Regression. Given two drug SMILES strings and cell line genomic features, predict the synergy score measuring deviation from expected non-interaction effect. (1) Drug 1: CC1=CC2C(CCC3(C2CCC3(C(=O)C)OC(=O)C)C)C4(C1=CC(=O)CC4)C. Drug 2: C1=CC=C(C(=C1)C(C2=CC=C(C=C2)Cl)C(Cl)Cl)Cl. Synergy scores: CSS=5.05, Synergy_ZIP=3.67, Synergy_Bliss=8.06, Synergy_Loewe=8.51, Synergy_HSA=8.77. Cell line: U251. (2) Drug 1: C1=CC=C(C=C1)NC(=O)CCCCCCC(=O)NO. Drug 2: CNC(=O)C1=NC=CC(=C1)OC2=CC=C(C=C2)NC(=O)NC3=CC(=C(C=C3)Cl)C(F)(F)F. Cell line: SN12C. Synergy scores: CSS=4.43, Synergy_ZIP=3.46, Synergy_Bliss=0.687, Synergy_Loewe=-9.95, Synergy_HSA=-3.08. (3) Drug 1: C1CC(=O)NC(=O)C1N2CC3=C(C2=O)C=CC=C3N. Drug 2: C(=O)(N)NO. Cell line: IGROV1. Synergy scores: CSS=6.94, Synergy_ZIP=-3.98, Synergy_Bliss=-1.97, Synergy_Loewe=1.01, Synergy_HSA=1.01. (4) Drug 1: CC1=CC=C(C=C1)C2=CC(=NN2C3=CC=C(C=C3)S(=O)(=O)N)C(F)(F)F. Drug 2: CCC(=C(C1=CC=CC=C1)C2=CC=C(C=C2)OCCN(C)C)C3=CC=CC=C3.C(C(=O)O)C(CC(=O)O)(C(=O)O)O. Cell line: A498. Synergy scores: CSS=1.75, Synergy_ZIP=-2.73, Synergy_Bliss=-3.68, Synergy_Loewe=0.710, Synergy_HSA=-1.50. (5) Drug 1: C1CCN(CC1)CCOC2=CC=C(C=C2)C(=O)C3=C(SC4=C3C=CC(=C4)O)C5=CC=C(C=C5)O. Drug 2: B(C(CC(C)C)NC(=O)C(CC1=CC=CC=C1)NC(=O)C2=NC=CN=C2)(O)O. Cell line: EKVX. Synergy scores: CSS=0.410, Synergy_ZIP=-0.428, Synergy_Bliss=-1.82, Synergy_Loewe=0.350, Synergy_HSA=-2.37. (6) Drug 1: CCN(CC)CCNC(=O)C1=C(NC(=C1C)C=C2C3=C(C=CC(=C3)F)NC2=O)C. Drug 2: CC1=C(C(=O)C2=C(C1=O)N3CC4C(C3(C2COC(=O)N)OC)N4)N. Cell line: OVCAR-8. Synergy scores: CSS=20.8, Synergy_ZIP=-3.48, Synergy_Bliss=4.01, Synergy_Loewe=-16.2, Synergy_HSA=-1.16.